Task: Predict the reactants needed to synthesize the given product.. Dataset: Full USPTO retrosynthesis dataset with 1.9M reactions from patents (1976-2016) (1) Given the product [F:1][C:2]1[CH:27]=[CH:26][C:5]2[C:6](=[O:25])[N:7]=[C:8]([C:10]3[CH:15]=[C:14]([CH2:16][CH2:17][C:18]([OH:20])=[O:19])[CH:13]=[CH:12][N:11]=3)[S:9][C:4]=2[CH:3]=1, predict the reactants needed to synthesize it. The reactants are: [F:1][C:2]1[CH:27]=[CH:26][C:5]2[C:6](=[O:25])[N:7]=[C:8]([C:10]3[CH:15]=[C:14]([CH2:16][CH2:17][C:18]([O:20]C(C)(C)C)=[O:19])[CH:13]=[CH:12][N:11]=3)[S:9][C:4]=2[CH:3]=1. (2) Given the product [C:24]([OH:27])(=[O:26])[CH3:25].[CH2:1]([O:8][C:9]([N:11]1[CH2:15][CH2:14][C@@H:13]([NH2:21])[CH2:12]1)=[O:10])[C:2]1[CH:7]=[CH:6][CH:5]=[CH:4][CH:3]=1, predict the reactants needed to synthesize it. The reactants are: [CH2:1]([O:8][C:9]([N:11]1[CH2:15][CH2:14][C@H:13](OS(C)(=O)=O)[CH2:12]1)=[O:10])[C:2]1[CH:7]=[CH:6][CH:5]=[CH:4][CH:3]=1.[NH3:21].[OH-].[Na+].[C:24]([OH:27])(=[O:26])[CH3:25].